Regression. Given a peptide amino acid sequence and an MHC pseudo amino acid sequence, predict their binding affinity value. This is MHC class I binding data. From a dataset of Peptide-MHC class I binding affinity with 185,985 pairs from IEDB/IMGT. The binding affinity (normalized) is 0.213. The MHC is HLA-B83:01 with pseudo-sequence HLA-B83:01. The peptide sequence is RRLHRLLLM.